From a dataset of Full USPTO retrosynthesis dataset with 1.9M reactions from patents (1976-2016). Predict the reactants needed to synthesize the given product. Given the product [CH2:1]([O:3][C:4](=[O:25])[NH:5][CH:6]1[CH2:9][C:8]2([CH2:10][CH2:11][N:12]([C:15]3[CH:20]=[CH:19][C:18]([CH2:21][CH:22]([CH3:24])[CH3:23])=[CH:17][N:16]=3)[CH2:13][CH2:14]2)[CH2:7]1)[CH3:2], predict the reactants needed to synthesize it. The reactants are: [CH2:1]([O:3][C:4](=[O:25])[NH:5][CH:6]1[CH2:9][C:8]2([CH2:14][CH2:13][N:12]([C:15]3[CH:20]=[CH:19][C:18]([CH:21]=[C:22]([CH3:24])[CH3:23])=[CH:17][N:16]=3)[CH2:11][CH2:10]2)[CH2:7]1)[CH3:2].